From a dataset of Forward reaction prediction with 1.9M reactions from USPTO patents (1976-2016). Predict the product of the given reaction. (1) Given the reactants [H-].[Na+].Cl[C:4]1[C:9]([N+:10]([O-:12])=[O:11])=[C:8]([NH2:13])[CH:7]=[C:6]([Cl:14])[N:5]=1.[NH4+].[Cl-].[CH2:17]([OH:20])[CH2:18][OH:19], predict the reaction product. The product is: [NH2:13][C:8]1[CH:7]=[C:6]([Cl:14])[N:5]=[C:4]([O:19][CH2:18][CH2:17][OH:20])[C:9]=1[N+:10]([O-:12])=[O:11]. (2) The product is: [Cl:31][C:32]1[N:33]=[CH:34][N:35]([CH2:38][CH2:39][CH2:40][NH:41][C:3]([C:5]2[C:13]3[N:12]=[C:11]([C:14]4[CH:19]=[CH:18][C:17]([NH2:20])=[CH:16][C:15]=4[CH2:21][CH2:22][N:23]4[CH2:28][CH2:27][O:26][CH2:25][CH2:24]4)[NH:10][C:9]=3[C:8]([O:29][CH3:30])=[CH:7][CH:6]=2)=[O:2])[C:36]=1[Cl:37]. Given the reactants C[O:2][C:3]([C:5]1[C:13]2[N:12]=[C:11]([C:14]3[CH:19]=[CH:18][C:17]([NH2:20])=[CH:16][C:15]=3[CH2:21][CH2:22][N:23]3[CH2:28][CH2:27][O:26][CH2:25][CH2:24]3)[NH:10][C:9]=2[C:8]([O:29][CH3:30])=[CH:7][CH:6]=1)=O.[Cl:31][C:32]1[N:33]=[CH:34][N:35]([CH2:38][CH2:39][CH2:40][NH2:41])[C:36]=1[Cl:37].CCN=C=NCCCN(C)C.C1C=CC2N(O)N=NC=2C=1, predict the reaction product. (3) Given the reactants [C:1]([O:5][C:6]([NH:8][C:9]1([C:14]([OH:16])=[O:15])[CH2:13][CH2:12][O:11][CH2:10]1)=[O:7])([CH3:4])([CH3:3])[CH3:2].C([O-])([O-])=O.[K+].[K+].[CH2:23](Br)[C:24]1[CH:29]=[CH:28][CH:27]=[CH:26][CH:25]=1, predict the reaction product. The product is: [C:1]([O:5][C:6]([NH:8][C:9]1([C:14]([O:16][CH2:23][C:24]2[CH:29]=[CH:28][CH:27]=[CH:26][CH:25]=2)=[O:15])[CH2:13][CH2:12][O:11][CH2:10]1)=[O:7])([CH3:4])([CH3:2])[CH3:3]. (4) Given the reactants [C:1]1([CH:7]([C:30]2[CH:35]=[CH:34][CH:33]=[CH:32][CH:31]=2)[O:8][CH2:9][CH2:10][N:11]2[CH2:16][CH2:15][N:14]([C:17](=O)[CH2:18][CH2:19][C:20]3[CH:25]=[CH:24][C:23]([N+:26]([O-:28])=[O:27])=[CH:22][CH:21]=3)[CH2:13][CH2:12]2)[CH:6]=[CH:5][CH:4]=[CH:3][CH:2]=1, predict the reaction product. The product is: [C:30]1([CH:7]([C:1]2[CH:2]=[CH:3][CH:4]=[CH:5][CH:6]=2)[O:8][CH2:9][CH2:10][N:11]2[CH2:16][CH2:15][N:14]([CH2:17][CH2:18][CH2:19][C:20]3[CH:21]=[CH:22][C:23]([N+:26]([O-:28])=[O:27])=[CH:24][CH:25]=3)[CH2:13][CH2:12]2)[CH:31]=[CH:32][CH:33]=[CH:34][CH:35]=1. (5) Given the reactants [Cl:1][C:2]1[N:7]=[C:6](Cl)[C:5]([C:9]2[CH:14]=[CH:13][CH:12]=[CH:11][C:10]=2[S:15]C(Cl)(Cl)Cl)=[CH:4][N:3]=1, predict the reaction product. The product is: [Cl:1][C:2]1[N:7]=[CH:6][C:5]2[C:9]3[CH:14]=[CH:13][CH:12]=[CH:11][C:10]=3[S:15][C:4]=2[N:3]=1. (6) Given the reactants Br[C:2]1[CH:7]=[CH:6][CH:5]=[C:4]([C:8]([F:11])([F:10])[F:9])[CH:3]=1.CC(C)([O-])C.[Na+].[NH2:18][C:19]1[C:27]2[C:22](=[C:23]([C:29]3[CH:30]=[C:31]4[C:36](=[CH:37][CH:38]=3)[N:35]=[C:34]([NH:39][CH3:40])[N:33]=[CH:32]4)[C:24]([CH3:28])=[CH:25][CH:26]=2)[N:21]([CH3:41])[N:20]=1.CC(C1C=C(C(C)C)C(C2C=CC=CC=2P(C2CCCCC2)C2CCCCC2)=C(C(C)C)C=1)C, predict the reaction product. The product is: [CH3:41][N:21]1[C:22]2[C:27](=[CH:26][CH:25]=[C:24]([CH3:28])[C:23]=2[C:29]2[CH:30]=[C:31]3[C:36](=[CH:37][CH:38]=2)[N:35]=[C:34]([NH:39][CH3:40])[N:33]=[CH:32]3)[C:19]([NH:18][C:2]2[CH:7]=[CH:6][CH:5]=[C:4]([C:8]([F:11])([F:10])[F:9])[CH:3]=2)=[N:20]1.